From a dataset of Forward reaction prediction with 1.9M reactions from USPTO patents (1976-2016). Predict the product of the given reaction. (1) The product is: [Cl:1][C:2]1[N:7]=[C:6]([O:9][C:10]2[CH:37]=[CH:36][CH:35]=[CH:34][C:11]=2[CH2:12][NH:13][C:14]([NH:16][C:17]2[N:21]([C:22]3[CH:27]=[CH:26][CH:25]=[C:24]([O:28][CH3:29])[CH:23]=3)[N:20]=[C:19]([C:30]([CH3:31])([CH3:32])[CH3:33])[CH:18]=2)=[O:15])[CH:5]=[CH:4][N:3]=1. Given the reactants [Cl:1][C:2]1[N:7]=[C:6](Cl)[CH:5]=[CH:4][N:3]=1.[OH:9][C:10]1[CH:37]=[CH:36][CH:35]=[CH:34][C:11]=1[CH2:12][NH:13][C:14]([NH:16][C:17]1[N:21]([C:22]2[CH:27]=[CH:26][CH:25]=[C:24]([O:28][CH3:29])[CH:23]=2)[N:20]=[C:19]([C:30]([CH3:33])([CH3:32])[CH3:31])[CH:18]=1)=[O:15].[OH-].[Na+].[Cl-].[NH4+], predict the reaction product. (2) Given the reactants Br[C:2]1[CH:7]=[C:6]([CH2:8][N:9]2[C:17]3[C:12](=[C:13]([N+:18]([O-:20])=[O:19])[CH:14]=[CH:15][CH:16]=3)[CH:11]=[CH:10]2)[CH:5]=[CH:4][N:3]=1.[NH2:21][C:22]1[CH:27]=[N:26][CH:25]=[CH:24][N:23]=1.CC1(C)C2C(=C(P(C3C=CC=CC=3)C3C=CC=CC=3)C=CC=2)OC2C(P(C3C=CC=CC=3)C3C=CC=CC=3)=CC=CC1=2, predict the reaction product. The product is: [N+:18]([C:13]1[CH:14]=[CH:15][CH:16]=[C:17]2[C:12]=1[CH:11]=[CH:10][N:9]2[CH2:8][C:6]1[CH:5]=[CH:4][N:3]=[C:2]([NH:21][C:22]2[CH:27]=[N:26][CH:25]=[CH:24][N:23]=2)[CH:7]=1)([O-:20])=[O:19]. (3) Given the reactants [CH2:1]([O:8][C:9](=[O:29])[NH:10][CH2:11][C@H:12]1[CH2:17][CH2:16][C@H:15]([C:18](=O)[NH:19][CH2:20][C:21]2[C:26]([Cl:27])=[N:25][CH:24]=[CH:23][N:22]=2)[CH2:14][CH2:13]1)[C:2]1[CH:7]=[CH:6][CH:5]=[CH:4][CH:3]=1.P(Cl)(Cl)(Cl)=O.CN(C)C=O, predict the reaction product. The product is: [CH2:1]([O:8][C:9](=[O:29])[NH:10][CH2:11][C@H:12]1[CH2:17][CH2:16][C@H:15]([C:18]2[N:22]3[CH:23]=[CH:24][N:25]=[C:26]([Cl:27])[C:21]3=[CH:20][N:19]=2)[CH2:14][CH2:13]1)[C:2]1[CH:7]=[CH:6][CH:5]=[CH:4][CH:3]=1. (4) The product is: [C:13]12([NH:23][CH2:1][C:3]3[CH:12]=[CH:11][C:6]([C:7]([O:9][CH3:10])=[O:8])=[CH:5][CH:4]=3)[CH2:20][CH:19]3[CH2:18][CH:17]([CH2:16][CH:15]([CH2:21]3)[CH2:14]1)[CH2:22]2. Given the reactants [CH:1]([C:3]1[CH:12]=[CH:11][C:6]([C:7]([O:9][CH3:10])=[O:8])=[CH:5][CH:4]=1)=O.[C:13]12([NH2:23])[CH2:22][CH:17]3[CH2:18][CH:19]([CH2:21][CH:15]([CH2:16]3)[CH2:14]1)[CH2:20]2.CO.[BH4-].[Na+], predict the reaction product. (5) Given the reactants B(Br)(Br)Br.C[O:6][C:7]1[CH:34]=[CH:33][C:10]([CH2:11][N:12]2[CH2:16][C:15]([CH3:18])([CH3:17])[CH:14]([O:19][C:20]3[CH:27]=[CH:26][C:23]([C:24]#[N:25])=[C:22]([C:28]([F:31])([F:30])[F:29])[CH:21]=3)[C:13]2=[O:32])=[CH:9][CH:8]=1.O, predict the reaction product. The product is: [OH:6][C:7]1[CH:34]=[CH:33][C:10]([CH2:11][N:12]2[CH2:16][C:15]([CH3:18])([CH3:17])[CH:14]([O:19][C:20]3[CH:27]=[CH:26][C:23]([C:24]#[N:25])=[C:22]([C:28]([F:31])([F:29])[F:30])[CH:21]=3)[C:13]2=[O:32])=[CH:9][CH:8]=1. (6) Given the reactants [OH-].[K+].[ClH:3].C[O:5][C:6](=[O:23])[CH:7]=[C:8]1[CH2:13][CH2:12][C:11]([N:20]([CH3:22])[CH3:21])([C:14]2[CH:19]=[CH:18][CH:17]=[CH:16][CH:15]=2)[CH2:10][CH2:9]1.CCOCC.Cl, predict the reaction product. The product is: [ClH:3].[CH3:22][N:20]([CH3:21])[C:11]1([C:14]2[CH:15]=[CH:16][CH:17]=[CH:18][CH:19]=2)[CH2:12][CH2:13][C:8](=[CH:7][C:6]([OH:23])=[O:5])[CH2:9][CH2:10]1. (7) Given the reactants [CH2:1]([O:8][C:9]1[CH:10]=[C:11]([CH2:18][C:19]#N)[CH:12]=[CH:13][C:14]=1[O:15][CH2:16][CH3:17])[C:2]1[CH:7]=[CH:6][CH:5]=[CH:4][CH:3]=1.[OH-:21].[Na+].Cl.[CH2:24]([OH:26])C, predict the reaction product. The product is: [CH2:1]([O:8][C:9]1[CH:10]=[C:11]([CH2:18][C:19]([O:26][CH3:24])=[O:21])[CH:12]=[CH:13][C:14]=1[O:15][CH2:16][CH3:17])[C:2]1[CH:7]=[CH:6][CH:5]=[CH:4][CH:3]=1.